From a dataset of HIV replication inhibition screening data with 41,000+ compounds from the AIDS Antiviral Screen. Binary Classification. Given a drug SMILES string, predict its activity (active/inactive) in a high-throughput screening assay against a specified biological target. (1) The compound is NCCCN(CCCCN(CCCN)CCCc1ccccc1)CCCc1ccccc1.O=C(O)C(F)(F)F. The result is 0 (inactive). (2) The molecule is CN1C(=O)C(C=NNC(=O)c2cccnc2)C(N)N(C)C1=O. The result is 0 (inactive). (3) The drug is CN1CCCC1=Nc1scc(-c2ccc(Br)cc2)[n+]1-c1ccccc1.[Br-]. The result is 0 (inactive).